This data is from Catalyst prediction with 721,799 reactions and 888 catalyst types from USPTO. The task is: Predict which catalyst facilitates the given reaction. Reactant: [C:1]1([C:32]2[CH:37]=[CH:36][CH:35]=[CH:34][CH:33]=2)[CH:6]=[CH:5][C:4]([C@@:7]2([S:26]([CH2:29][CH2:30][CH3:31])(=[O:28])=[O:27])[CH2:11][N:10](C(OCC3C=CC=CC=3)=O)[C@H:9]([C:22]([O:24][CH3:25])=[O:23])[CH2:8]2)=[CH:3][CH:2]=1.I[Si](C)(C)C. Product: [C:1]1([C:32]2[CH:33]=[CH:34][CH:35]=[CH:36][CH:37]=2)[CH:2]=[CH:3][C:4]([C@@:7]2([S:26]([CH2:29][CH2:30][CH3:31])(=[O:28])=[O:27])[CH2:11][NH:10][C@H:9]([C:22]([O:24][CH3:25])=[O:23])[CH2:8]2)=[CH:5][CH:6]=1. The catalyst class is: 10.